From a dataset of Reaction yield outcomes from USPTO patents with 853,638 reactions. Predict the reaction yield, written as a fraction of the theoretical maximum amount of product (1.0 means a 100% yield; for example, 0.34 means a 34% yield). (1) The reactants are [C:1]([O:5][C:6]([N:8]1[CH2:12][CH2:11][CH2:10][CH:9]1[C:13]1[NH:17][C:16]2[CH:18]=[C:19]([C:22]3[CH:27]=[CH:26][C:25]([C:28]4[CH:33]=[CH:32][C:31](B5OC(C)(C)C(C)(C)O5)=[CH:30][CH:29]=4)=[CH:24][CH:23]=3)[CH:20]=[CH:21][C:15]=2[N:14]=1)=[O:7])([CH3:4])([CH3:3])[CH3:2].[C:43]([O:47][C:48]([N:50]1[CH2:54][CH2:53][CH2:52][CH:51]1[C:55]1[N:56]([CH2:61][O:62][CH2:63][CH2:64][Si:65]([CH3:68])([CH3:67])[CH3:66])[C:57](Br)=[CH:58][N:59]=1)=[O:49])([CH3:46])([CH3:45])[CH3:44].C(=O)([O-])[O-].[K+].[K+]. The catalyst is COCCOC.O.C(OCC)(=O)C.C1C=CC([P]([Pd]([P](C2C=CC=CC=2)(C2C=CC=CC=2)C2C=CC=CC=2)([P](C2C=CC=CC=2)(C2C=CC=CC=2)C2C=CC=CC=2)[P](C2C=CC=CC=2)(C2C=CC=CC=2)C2C=CC=CC=2)(C2C=CC=CC=2)C2C=CC=CC=2)=CC=1.C1C=CC(P(C2C=CC=CC=2)[C-]2C=CC=C2)=CC=1.C1C=CC(P(C2C=CC=CC=2)[C-]2C=CC=C2)=CC=1.Cl[Pd]Cl.[Fe+2]. The product is [C:1]([O:5][C:6]([N:8]1[CH2:12][CH2:11][CH2:10][CH:9]1[C:13]1[NH:17][C:16]2[CH:18]=[C:19]([C:22]3[CH:23]=[CH:24][C:25]([C:28]4[CH:29]=[CH:30][C:31]([C:57]5[N:56]([CH2:61][O:62][CH2:63][CH2:64][Si:65]([CH3:68])([CH3:67])[CH3:66])[C:55]([CH:51]6[CH2:52][CH2:53][CH2:54][N:50]6[C:48]([O:47][C:43]([CH3:46])([CH3:45])[CH3:44])=[O:49])=[N:59][CH:58]=5)=[CH:32][CH:33]=4)=[CH:26][CH:27]=3)[CH:20]=[CH:21][C:15]=2[N:14]=1)=[O:7])([CH3:4])([CH3:2])[CH3:3]. The yield is 0.250. (2) The reactants are Br.[CH2:2]([O:4][C:5](=[O:34])[C:6]1[CH:11]=[CH:10][CH:9]=[C:8]([O:12][CH2:13][CH2:14][CH2:15][N:16]2[C:20]3[CH:21]=[CH:22][CH:23]=[CH:24][C:19]=3[N:18]([CH2:25][C:26]3[CH:31]=[CH:30][CH:29]=[C:28]([Br:32])[CH:27]=3)[C:17]2=[NH:33])[CH:7]=1)[CH3:3].[OH-].[Na+].[C:37](O[C:37]([O:39][C:40]([CH3:43])([CH3:42])[CH3:41])=[O:38])([O:39][C:40]([CH3:43])([CH3:42])[CH3:41])=[O:38]. The catalyst is O1CCOCC1.O. The product is [CH2:2]([O:4][C:5](=[O:34])[C:6]1[CH:11]=[CH:10][CH:9]=[C:8]([O:12][CH2:13][CH2:14][CH2:15][N:16]2[C:20]3[CH:21]=[CH:22][CH:23]=[CH:24][C:19]=3[N:18]([CH2:25][C:26]3[CH:31]=[CH:30][CH:29]=[C:28]([Br:32])[CH:27]=3)[C:17]2=[N:33][C:37]([O:39][C:40]([CH3:43])([CH3:42])[CH3:41])=[O:38])[CH:7]=1)[CH3:3]. The yield is 1.00. (3) The reactants are [F:8][C:7]([F:10])([F:9])[C:6](O[C:6](=[O:11])[C:7]([F:10])([F:9])[F:8])=[O:11].Cl.[CH3:15][O:16][CH:17]1[C:23]2C=CC=C[C:22]=2CCN[CH2:18]1.[N:28]1[CH:33]=[CH:32][CH:31]=[CH:30][CH:29]=1.Cl[CH2:35]Cl. No catalyst specified. The product is [F:10][C:7]([F:8])([F:9])[C:6]([N:28]1[CH2:33][CH2:32][C:31]2[CH:18]=[C:17]([O:16][CH3:15])[CH:23]=[CH:22][C:30]=2[CH2:29][CH2:35]1)=[O:11]. The yield is 0.880. (4) The reactants are [O:1]1[C:5]2([CH2:10][CH2:9][C:8]([C:11]3[CH:16]=[CH:15][N:14]=[CH:13][CH:12]=3)=[CH:7][CH2:6]2)[O:4][CH2:3][CH2:2]1. The catalyst is CO. The product is [O:1]1[C:5]2([CH2:6][CH2:7][CH:8]([C:11]3[CH:12]=[CH:13][N:14]=[CH:15][CH:16]=3)[CH2:9][CH2:10]2)[O:4][CH2:3][CH2:2]1. The yield is 0.840. (5) The reactants are [NH2:1][C:2]1[CH:10]=[C:9]([C:11]([F:14])([F:13])[F:12])[CH:8]=[CH:7][C:3]=1[C:4]([OH:6])=[O:5].Cl.[CH3:16]O. No catalyst specified. The product is [NH2:1][C:2]1[CH:10]=[C:9]([C:11]([F:12])([F:13])[F:14])[CH:8]=[CH:7][C:3]=1[C:4]([O:6][CH3:16])=[O:5]. The yield is 0.750.